Predict which catalyst facilitates the given reaction. From a dataset of Catalyst prediction with 721,799 reactions and 888 catalyst types from USPTO. (1) Reactant: [CH3:1][CH:2]([NH:16][C:17]1[N:22]=[C:21]([N:23]2[CH2:28][CH2:27][C:26](=[O:29])[N:25]3[CH2:30][CH:31]=[C:32]([C:34]4[CH:39]=[CH:38][CH:37]=[CH:36][CH:35]=4)[N:33]=[C:24]23)[CH:20]=[CH:19][N:18]=1)[CH2:3][C:4]1[CH:9]=[CH:8][C:7]([CH:10]=[C:11]([N+:13]([O-])=O)[CH3:12])=[CH:6][CH:5]=1. Product: [NH2:13][CH:11]([CH3:12])[CH2:10][C:7]1[CH:8]=[CH:9][C:4]([CH2:3][CH:2]([NH:16][C:17]2[N:22]=[C:21]([N:23]3[CH2:28][CH2:27][C:26](=[O:29])[N:25]4[CH2:30][CH:31]=[C:32]([C:34]5[CH:35]=[CH:36][CH:37]=[CH:38][CH:39]=5)[N:33]=[C:24]34)[CH:20]=[CH:19][N:18]=2)[CH3:1])=[CH:5][CH:6]=1. The catalyst class is: 43. (2) Reactant: Br[C:2]1[CH:3]=[C:4]([CH:21]=[CH:22][CH:23]=1)[CH2:5][N:6]1[CH:14]=[N:13][C:12]2[C:7]1=[N:8][C:9]([O:16][CH2:17][CH2:18][O:19][CH3:20])=[N:10][C:11]=2[NH2:15].[CH2:24]([O:26][P:27]([O-:31])[O:28][CH2:29][CH3:30])[CH3:25].C(N(CC)CC)C.C(Cl)Cl. The catalyst class is: 39. Product: [NH2:15][C:11]1[N:10]=[C:9]([O:16][CH2:17][CH2:18][O:19][CH3:20])[N:8]=[C:7]2[C:12]=1[N:13]=[CH:14][N:6]2[CH2:5][C:4]1[CH:3]=[C:2]([P:27](=[O:31])([O:28][CH2:29][CH3:30])[O:26][CH2:24][CH3:25])[CH:23]=[CH:22][CH:21]=1.